Dataset: TCR-epitope binding with 47,182 pairs between 192 epitopes and 23,139 TCRs. Task: Binary Classification. Given a T-cell receptor sequence (or CDR3 region) and an epitope sequence, predict whether binding occurs between them. (1) The epitope is LLMPILTLT. The TCR CDR3 sequence is CASSQDGDRAGELFF. Result: 0 (the TCR does not bind to the epitope). (2) The epitope is KAYNVTQAF. The TCR CDR3 sequence is CASSTGSYEQYF. Result: 1 (the TCR binds to the epitope). (3) Result: 0 (the TCR does not bind to the epitope). The epitope is YEGNSPFHPL. The TCR CDR3 sequence is CSASPPASSGQPQHF. (4) The epitope is SEETGTLIV. The TCR CDR3 sequence is CATSDLEDRGLTDTQYF. Result: 0 (the TCR does not bind to the epitope). (5) The epitope is RLDKVEAEV. The TCR CDR3 sequence is CASSPQGSYGYTF. Result: 0 (the TCR does not bind to the epitope). (6) The TCR CDR3 sequence is CASSHGVEEYF. The epitope is SEPVLKGVKL. Result: 1 (the TCR binds to the epitope).